The task is: Binary Classification. Given a miRNA mature sequence and a target amino acid sequence, predict their likelihood of interaction.. This data is from Experimentally validated miRNA-target interactions with 360,000+ pairs, plus equal number of negative samples. (1) The miRNA is mmu-miR-369-5p with sequence AGAUCGACCGUGUUAUAUUCGC. The protein sequence of the target gene is MAWQVSLLELEDWLQCPICLEVFKESLMLQCGHSYCKGCLVSLSYHLDTKVRCPMCWQVVDGSSSLPNVSLAWVIEALRLPGDPEPKVCVHHRNPLSLFCEKDQELICGLCGLLGSHQHHPVTPVSTVCSRMKEELAALFSELKQEQKKVDELIAKLVKNRTRIVNESDVFSWVIRREFQELRHPVDEEKARCLEGIGGHTRGLVASLDMQLEQAQGTRERLAQAECVLEQFGNEDHHEFIWKFHSMASR. Result: 0 (no interaction). (2) The miRNA is hsa-miR-6129 with sequence UGAGGGAGUUGGGUGUAUA. The protein sequence of the target gene is MAGVGDAAAPGEGGGGGVDGPQRDGRGEAEQPGGSGGQGPPPAPQLTETLGFYESDRRRERRRGRTELSLLRFLSAELTRGYFLEHNEAKYTERRERVYTCLRIPRELEKLMVFGIFLCLDAFLYVFTLLPLRVFLALFRLLTLPCYGLRDRRLLQPAQVCDILKGVILVICYFMMHYVDYSMMYHLIRGQSVIKLYIIYNMLEVADRLFSSFGQDILDALYWTATEPKERKRAHIGVIPHFFMAVLYVFLHAILIMVQATTLNVAFNSHNKSLLTIMMSNNFVEIKGSVFKKFEKNNLF.... Result: 0 (no interaction).